From a dataset of Reaction yield outcomes from USPTO patents with 853,638 reactions. Predict the reaction yield, written as a fraction of the theoretical maximum amount of product (1.0 means a 100% yield; for example, 0.34 means a 34% yield). (1) The reactants are [N:1]1([C:7]2[CH:8]=[N+:9]([O-])[CH:10]=[CH:11][CH:12]=2)[CH2:6][CH2:5][CH2:4][CH2:3][CH2:2]1.C[Si]([C:18]#[N:19])(C)C.C(N(CC)CC)C.C([O-])(O)=O.[Na+]. The catalyst is CC#N. The product is [N:1]1([C:7]2[C:8]([C:18]#[N:19])=[N:9][CH:10]=[CH:11][CH:12]=2)[CH2:6][CH2:5][CH2:4][CH2:3][CH2:2]1. The yield is 0.920. (2) The reactants are [N:1]([C:4]1[C:9](Cl)=[CH:8][N:7]=[CH:6][C:5]=1[CH:11]=[O:12])=[N+:2]=[N-:3].[Br:13]C1C(Cl)=C(C=O)C=NC=1.[N-]=[N+]=[N-].[Na+]. No catalyst specified. The product is [N:1]([C:4]1[C:9]([Br:13])=[CH:8][N:7]=[CH:6][C:5]=1[CH:11]=[O:12])=[N+:2]=[N-:3]. The yield is 0.830. (3) The reactants are [N:1]([CH2:4][CH2:5][CH2:6][NH:7][C:8]1[C:9]([C:13]2[N:17]([C:18]3[CH:23]=[CH:22][C:21]([F:24])=[C:20]([Br:25])[CH:19]=3)[C:16](=[O:26])[O:15][N:14]=2)=[N:10][O:11][N:12]=1)=[N+]=[N-].[I-:27].[Na+].Cl[Si](C)(C)C.S([O-])([O-])(=O)=S.[Na+].[Na+]. The catalyst is CO.O. The product is [IH:27].[NH2:1][CH2:4][CH2:5][CH2:6][NH:7][C:8]1[C:9]([C:13]2[N:17]([C:18]3[CH:23]=[CH:22][C:21]([F:24])=[C:20]([Br:25])[CH:19]=3)[C:16](=[O:26])[O:15][N:14]=2)=[N:10][O:11][N:12]=1. The yield is 0.930. (4) The reactants are [N+:1]([O-:4])(O)=[O:2].[F:5][C:6]1[CH:36]=[CH:35][C:9]([O:10][CH2:11][CH2:12][S:13][C:14]2[CH:34]=[CH:33][C:17]([O:18][C:19]3[C:28]4[C:23](=[CH:24][C:25]([O:31][CH3:32])=[C:26]([O:29][CH3:30])[CH:27]=4)[N:22]=[CH:21][CH:20]=3)=[CH:16][CH:15]=2)=[CH:8][CH:7]=1.C(=O)([O-])[OH:38].[Na+]. No catalyst specified. The yield is 0.580. The product is [CH3:30][O:29][C:26]1[CH:27]=[C:28]2[C:23](=[CH:24][C:25]=1[O:31][CH3:32])[N:22]=[CH:21][CH:20]=[C:19]2[O:18][C:17]1[CH:33]=[CH:34][C:14]([S:13]([CH2:12][CH2:11][O:10][C:9]2[CH:8]=[CH:7][C:6]([F:5])=[CH:36][C:35]=2[N+:1]([O-:4])=[O:2])=[O:38])=[CH:15][CH:16]=1. (5) The reactants are [CH3:1][O:2][C:3](=[O:17])[C:4]1[CH:9]=[CH:8][C:7]([C:10]2[O:11][C:12]([CH:15]=O)=[CH:13][CH:14]=2)=[CH:6][CH:5]=1.[CH2:18]([N:25]1[C:29](=[O:30])[CH2:28][S:27][C:26]1=[S:31])[C:19]1[CH:24]=[CH:23][CH:22]=[CH:21][CH:20]=1. The catalyst is C(O)C.N1CCCCC1. The product is [CH3:1][O:2][C:3](=[O:17])[C:4]1[CH:5]=[CH:6][C:7]([C:10]2[O:11][C:12]([CH:15]=[C:28]3[S:27][C:26](=[S:31])[N:25]([CH2:18][C:19]4[CH:24]=[CH:23][CH:22]=[CH:21][CH:20]=4)[C:29]3=[O:30])=[CH:13][CH:14]=2)=[CH:8][CH:9]=1. The yield is 0.690. (6) The reactants are [Br:1][C:2]1[CH:3]=[C:4]([S:8](Cl)(=[O:10])=[O:9])[CH:5]=[CH:6][CH:7]=1.[CH3:12][NH2:13]. The catalyst is C1COCC1. The product is [CH3:12][NH:13][S:8]([C:4]1[CH:5]=[CH:6][CH:7]=[C:2]([Br:1])[CH:3]=1)(=[O:10])=[O:9]. The yield is 0.990.